This data is from Peptide-MHC class I binding affinity with 185,985 pairs from IEDB/IMGT. The task is: Regression. Given a peptide amino acid sequence and an MHC pseudo amino acid sequence, predict their binding affinity value. This is MHC class I binding data. (1) The peptide sequence is HLAAQGMAY. The MHC is HLA-A31:01 with pseudo-sequence HLA-A31:01. The binding affinity (normalized) is 0. (2) The peptide sequence is HQTNAMAPI. The MHC is HLA-B15:03 with pseudo-sequence HLA-B15:03. The binding affinity (normalized) is 0.604. (3) The peptide sequence is LVFNSISAR. The binding affinity (normalized) is 0.695. The MHC is HLA-A11:01 with pseudo-sequence HLA-A11:01. (4) The peptide sequence is FTFERSKIK. The MHC is HLA-A80:01 with pseudo-sequence HLA-A80:01. The binding affinity (normalized) is 0.0847. (5) The peptide sequence is KNPALRMKWM. The MHC is Mamu-A01 with pseudo-sequence Mamu-A01. The binding affinity (normalized) is 0.329. (6) The peptide sequence is DVEKRILNT. The MHC is HLA-A02:02 with pseudo-sequence HLA-A02:02. The binding affinity (normalized) is 0.199. (7) The peptide sequence is VQGYERIMY. The MHC is HLA-B40:01 with pseudo-sequence HLA-B40:01. The binding affinity (normalized) is 0.0847. (8) The peptide sequence is SFSSGWSPR. The MHC is HLA-A03:01 with pseudo-sequence HLA-A03:01. The binding affinity (normalized) is 0.0847. (9) The peptide sequence is LQFAYSNRNR. The MHC is HLA-A33:01 with pseudo-sequence HLA-A33:01. The binding affinity (normalized) is 0.339. (10) The peptide sequence is LLTACTIFY. The MHC is HLA-B35:01 with pseudo-sequence HLA-B35:01. The binding affinity (normalized) is 0.263.